This data is from Catalyst prediction with 721,799 reactions and 888 catalyst types from USPTO. The task is: Predict which catalyst facilitates the given reaction. Reactant: [NH2:1][C:2]([C:4]1[CH:5]=[C:6]([C:10]2[CH:15]=[CH:14][C:13]([O:16][CH2:17][CH2:18][NH:19]C(=O)OC(C)(C)C)=[CH:12][C:11]=2[CH3:27])[CH:7]=[CH:8][CH:9]=1)=[O:3].[SiH](CC)(CC)CC.[C:35]([OH:41])([C:37]([F:40])([F:39])[F:38])=[O:36]. Product: [F:38][C:37]([F:40])([F:39])[C:35]([OH:41])=[O:36].[NH2:19][CH2:18][CH2:17][O:16][C:13]1[CH:14]=[CH:15][C:10]([C:6]2[CH:7]=[CH:8][CH:9]=[C:4]([C:2]([NH2:1])=[O:3])[CH:5]=2)=[C:11]([CH3:27])[CH:12]=1. The catalyst class is: 2.